Dataset: Forward reaction prediction with 1.9M reactions from USPTO patents (1976-2016). Task: Predict the product of the given reaction. (1) The product is: [CH:34]([C:31]1[S:32][CH:33]=[C:29]([C:27]([N:23]2[CH2:22][C:21]3([CH2:37][CH2:38][N:18]([CH2:17][CH2:16][CH2:15][CH2:14][CH2:13][CH2:12][CH2:11][C:10]([CH3:40])([CH3:39])[CH:9]=[O:8])[CH2:19][CH2:20]3)[O:26][CH2:25][CH2:24]2)=[O:28])[N:30]=1)([CH3:36])[CH3:35]. Given the reactants FC(F)(F)C(O)=O.[OH:8][CH2:9][C:10]([CH3:40])([CH3:39])[CH2:11][CH2:12][CH2:13][CH2:14][CH2:15][CH2:16][CH2:17][N:18]1[CH2:38][CH2:37][C:21]2([O:26][CH2:25][CH2:24][N:23]([C:27]([C:29]3[N:30]=[C:31]([CH:34]([CH3:36])[CH3:35])[S:32][CH:33]=3)=[O:28])[CH2:22]2)[CH2:20][CH2:19]1.CC(OI1(OC(C)=O)(OC(C)=O)OC(=O)C2C=CC=CC1=2)=O, predict the reaction product. (2) Given the reactants [Cl:1][C:2]1[C:10]([N+:11]([O-:13])=[O:12])=[CH:9][CH:8]=[CH:7][C:3]=1C(O)=O.[Br:14]Br, predict the reaction product. The product is: [Br:14][C:3]1[CH:7]=[CH:8][CH:9]=[C:10]([N+:11]([O-:13])=[O:12])[C:2]=1[Cl:1]. (3) Given the reactants [CH2:1]([O:3][C:4]1[C:5]([OH:14])=[C:6]([CH:9]=[C:10]([CH:12]=O)[CH:11]=1)[C:7]#[N:8])[CH3:2].[C:15]1([C:21](=O)[CH2:22][C:23]2[CH:27]=[CH:26][S:25][CH:24]=2)[CH:20]=[CH:19][CH:18]=[CH:17][CH:16]=1.[NH2:29][C:30]([NH2:32])=[O:31].Cl, predict the reaction product. The product is: [CH2:1]([O:3][C:4]1[C:5]([OH:14])=[C:6]([CH:9]=[C:10]([CH:12]2[C:22]([C:23]3[CH:27]=[CH:26][S:25][CH:24]=3)=[C:21]([C:15]3[CH:20]=[CH:19][CH:18]=[CH:17][CH:16]=3)[NH:32][C:30](=[O:31])[NH:29]2)[CH:11]=1)[C:7]#[N:8])[CH3:2]. (4) Given the reactants [CH3:1][O:2][CH2:3][C:4]#[C:5][C:6]1[CH:24]=[CH:23][C:9]([C:10]([NH:12][CH:13]2[C:18]([CH3:20])([CH3:19])[C@H:17]3[CH2:21][C@:14]2([CH3:22])[CH2:15][CH2:16]3)=[O:11])=[CH:8][C:7]=1[S:25]([N:28]1[CH2:33][CH2:32][O:31][CH2:30][CH2:29]1)(=[O:27])=[O:26], predict the reaction product. The product is: [CH3:1][O:2][CH2:3][CH2:4][CH2:5][C:6]1[CH:24]=[CH:23][C:9]([C:10]([NH:12][CH:13]2[C:18]([CH3:20])([CH3:19])[C@H:17]3[CH2:21][C@:14]2([CH3:22])[CH2:15][CH2:16]3)=[O:11])=[CH:8][C:7]=1[S:25]([N:28]1[CH2:29][CH2:30][O:31][CH2:32][CH2:33]1)(=[O:27])=[O:26]. (5) Given the reactants [Cl:1][C:2]1[CH:19]=[C:18]([O:20][CH2:21][CH2:22][CH2:23][CH2:24][CH3:25])[CH:17]=[CH:16][C:3]=1[CH2:4][N:5]1[C:9]2[CH:10]=[C:11]([OH:14])[CH:12]=[CH:13][C:8]=2[N:7]=[C:6]1[CH3:15].Br[CH2:27][CH2:28][CH2:29][CH2:30][CH2:31][C:32]([O:34][CH2:35][CH3:36])=[O:33], predict the reaction product. The product is: [Cl:1][C:2]1[CH:19]=[C:18]([O:20][CH2:21][CH2:22][CH2:23][CH2:24][CH3:25])[CH:17]=[CH:16][C:3]=1[CH2:4][N:5]1[C:9]2[CH:10]=[C:11]([O:14][CH2:27][CH2:28][CH2:29][CH2:30][CH2:31][C:32]([O:34][CH2:35][CH3:36])=[O:33])[CH:12]=[CH:13][C:8]=2[N:7]=[C:6]1[CH3:15]. (6) Given the reactants [C:1]([C:5]1[CH:6]=[C:7]([NH:18][C:19](=[O:49])[NH:20][CH2:21][C:22]2[CH:48]=[CH:47][CH:46]=[CH:45][C:23]=2[CH2:24][O:25][C:26]2[CH:31]=[C:30]([CH3:32])[N:29]([C:33]3[CH:34]=[C:35]([CH:39]=[CH:40][C:41]=3[CH3:42])[C:36]([OH:38])=O)[C:28](=[O:43])[C:27]=2[Cl:44])[N:8]([C:10]2[CH:15]=[CH:14][C:13]([OH:16])=[C:12]([Cl:17])[CH:11]=2)[N:9]=1)([CH3:4])([CH3:3])[CH3:2].CNCCNC.[CH:56]1[N:60]=[CH:59][N:58]([C:61](N2C=NC=C2)=O)[CH:57]=1, predict the reaction product. The product is: [C:1]([C:5]1[CH:6]=[C:7]([NH:18][C:19](=[O:49])[NH:20][CH2:21][C:22]2[CH:48]=[CH:47][CH:46]=[CH:45][C:23]=2[CH2:24][O:25][C:26]2[CH:31]=[C:30]([CH3:32])[N:29]([C:33]3[CH:34]=[C:35]([CH:39]=[CH:40][C:41]=3[CH3:42])[C:36]([NH:60][CH2:56][CH2:57][N:58]([CH3:61])[CH3:59])=[O:38])[C:28](=[O:43])[C:27]=2[Cl:44])[N:8]([C:10]2[CH:15]=[CH:14][C:13]([OH:16])=[C:12]([Cl:17])[CH:11]=2)[N:9]=1)([CH3:4])([CH3:2])[CH3:3].